From a dataset of Forward reaction prediction with 1.9M reactions from USPTO patents (1976-2016). Predict the product of the given reaction. (1) Given the reactants [OH:1][C:2]12[C:13]3[C:8](=[CH:9][CH:10]=[CH:11][CH:12]=3)[C:7](=[O:14])[C:6]1([OH:15])[C:5]1[CH:16]=[CH:17][C:18]([CH:20]([CH3:22])[CH3:21])=[CH:19][C:4]=1[O:3]2.[C:23]([OH:26])(=O)[CH3:24].N1C=CC=CC=1.[O:33]1CC[CH2:35][CH2:34]1, predict the reaction product. The product is: [C:34]([O:1][C:2]12[C:13]3[C:8](=[CH:9][CH:10]=[CH:11][CH:12]=3)[C:7](=[O:14])[C:6]1([O:15][C:23](=[O:26])[CH3:24])[C:5]1[CH:16]=[CH:17][C:18]([CH:20]([CH3:22])[CH3:21])=[CH:19][C:4]=1[O:3]2)(=[O:33])[CH3:35]. (2) Given the reactants Br[C:2]1[N:3]=[C:4]([C:9]2[NH:13][C:12]3[CH:14]=[C:15]([CH3:18])[CH:16]=[CH:17][C:11]=3[N:10]=2)[C:5]([NH2:8])=[N:6][CH:7]=1.[NH:19]1[CH:24]=[CH:23][C:22](=[O:25])[CH:21]=[CH:20]1.C(=O)([O-])[O-].[Cs+].[Cs+], predict the reaction product. The product is: [NH2:8][C:5]1[N:6]=[CH:7][C:2]([N:19]2[CH:24]=[CH:23][C:22](=[O:25])[CH:21]=[CH:20]2)=[N:3][C:4]=1[C:9]1[NH:13][C:12]2[CH:14]=[C:15]([CH3:18])[CH:16]=[CH:17][C:11]=2[N:10]=1. (3) Given the reactants O1CCCC1.Br[C:7]1[CH:16]=[N:15][C:10]2[O:11][CH2:12][CH2:13][NH:14][C:9]=2[CH:8]=1.[CH3:17][O:18][C:19]1[CH:20]=[N:21][CH:22]=[C:23](B2OC(C)(C)C(C)(C)O2)[CH:24]=1.C(=O)([O-])[O-].[K+].[K+], predict the reaction product. The product is: [CH3:17][O:18][C:19]1[CH:24]=[C:23]([C:7]2[CH:16]=[N:15][C:10]3[O:11][CH2:12][CH2:13][NH:14][C:9]=3[CH:8]=2)[CH:22]=[N:21][CH:20]=1. (4) Given the reactants [H-].[Na+].Br[CH2:4][CH2:5][CH2:6][N:7]1[C:15]2[C:10](=[N:11][C:12]([O:16][CH3:17])=[CH:13][CH:14]=2)[CH2:9][C:8]1=[O:18], predict the reaction product. The product is: [CH3:17][O:16][C:12]1[CH:13]=[CH:14][C:15]2[N:7]3[C:8]([O:18][CH2:4][CH2:5][CH2:6]3)=[CH:9][C:10]=2[N:11]=1.